Dataset: Blood-brain barrier permeability classification from the B3DB database. Task: Regression/Classification. Given a drug SMILES string, predict its absorption, distribution, metabolism, or excretion properties. Task type varies by dataset: regression for continuous measurements (e.g., permeability, clearance, half-life) or binary classification for categorical outcomes (e.g., BBB penetration, CYP inhibition). Dataset: b3db_classification. The molecule is CN1CC[C@]2(C)C[C@@H](Cc3ccc(O)cc32)C1. The result is 1 (penetrates BBB).